Dataset: HIV replication inhibition screening data with 41,000+ compounds from the AIDS Antiviral Screen. Task: Binary Classification. Given a drug SMILES string, predict its activity (active/inactive) in a high-throughput screening assay against a specified biological target. (1) The molecule is N#CCCCC(=NO)C(=O)OCc1ccccc1. The result is 0 (inactive). (2) The drug is C=C1C(OC(=O)C(O)C(c2ccccc2)N(C)C)CC(OC(C)=O)C2(C)C1CC1CC(=O)C(C)=C(C(OC(C)=O)C2OC(C)=O)C1(C)C. The result is 0 (inactive). (3) The drug is Clc1cccc(Sc2ccccc2)c1. The result is 0 (inactive).